Predict the reactants needed to synthesize the given product. From a dataset of Full USPTO retrosynthesis dataset with 1.9M reactions from patents (1976-2016). Given the product [NH2:21][C:16]1[N:17]=[C:18]([N:29]2[CH2:28][CH2:27][C:26]3([CH2:22][N:23]([C:37]([O:39][CH2:40][C:41]4[CH:42]=[CH:43][CH:44]=[CH:45][CH:46]=4)=[O:38])[C@H:24]([C:32]([O:34][CH2:35][CH3:36])=[O:33])[CH2:25]3)[CH2:31][CH2:30]2)[CH:19]=[C:14]([O:13][C@H:8]([C:5]2[CH:6]=[CH:7][C:2]([Br:1])=[CH:3][CH:4]=2)[C:9]([F:12])([F:11])[F:10])[N:15]=1, predict the reactants needed to synthesize it. The reactants are: [Br:1][C:2]1[CH:7]=[CH:6][C:5]([C@@H:8]([O:13][C:14]2[CH:19]=[C:18](Cl)[N:17]=[C:16]([NH2:21])[N:15]=2)[C:9]([F:12])([F:11])[F:10])=[CH:4][CH:3]=1.[CH2:22]1[C:26]2([CH2:31][CH2:30][NH:29][CH2:28][CH2:27]2)[CH2:25][C@@H:24]([C:32]([O:34][CH2:35][CH3:36])=[O:33])[N:23]1[C:37]([O:39][CH2:40][C:41]1[CH:46]=[CH:45][CH:44]=[CH:43][CH:42]=1)=[O:38].C(=O)(O)[O-].[Na+].